Dataset: Reaction yield outcomes from USPTO patents with 853,638 reactions. Task: Predict the reaction yield, written as a fraction of the theoretical maximum amount of product (1.0 means a 100% yield; for example, 0.34 means a 34% yield). (1) The reactants are [CH3:1][O:2][CH2:3][O:4][C:5]1[C:21]([CH3:22])=[CH:20][C:8](/[CH:9]=[CH:10]/[C:11]2[CH:12]=[C:13]([CH:17]=[CH:18][CH:19]=2)[C:14]([OH:16])=O)=[CH:7][C:6]=1[CH3:23].C1CCC(N=C=NC2CCCCC2)CC1.[C:39]1([SH:45])[CH:44]=[CH:43][CH:42]=[CH:41][CH:40]=1. The catalyst is C(Cl)Cl.CN(C1C=CN=CC=1)C. The product is [CH3:1][O:2][CH2:3][O:4][C:5]1[C:6]([CH3:23])=[CH:7][C:8](/[CH:9]=[CH:10]/[C:11]2[CH:12]=[C:13]([CH:17]=[CH:18][CH:19]=2)[C:14](=[O:16])[S:45][C:39]2[CH:44]=[CH:43][CH:42]=[CH:41][CH:40]=2)=[CH:20][C:21]=1[CH3:22]. The yield is 1.00. (2) The reactants are Br[C:2]1[N:7]=[C:6]([C:8]([N:10]2[CH2:15][CH2:14][N:13]([CH:16]([CH3:18])[CH3:17])[CH2:12][CH2:11]2)=[O:9])[CH:5]=[CH:4][CH:3]=1.BrC1N=[C:24]([C:26]([OH:28])=O)C=CC=1.[CH:29](N1CCNCC1)([CH3:31])[CH3:30].[ClH:38].CN(C)CCCN=C=NCC.ON1C2C=CC=CC=2N=N1.CCN(C(C)C)C(C)C.[CH2:69]([Cl:71])Cl. The product is [Cl:71][C:69]1[CH:24]=[C:26]([CH:31]=[CH:29][C:30]=1[Cl:38])[O:28][C:2]1[N:7]=[C:6]([C:8]([N:10]2[CH2:15][CH2:14][N:13]([CH:16]([CH3:18])[CH3:17])[CH2:12][CH2:11]2)=[O:9])[CH:5]=[CH:4][CH:3]=1. The catalyst is O. The yield is 0.540. (3) The reactants are [Br:1][C:2]1[CH:3]=[N:4][CH:5]=[C:6](F)[C:7]=1[CH2:8][CH2:9][NH:10][CH2:11][C:12]1[CH:17]=[C:16]([Cl:18])[CH:15]=[CH:14][C:13]=1[O:19][CH2:20][C:21]1[CH:26]=[CH:25][C:24]([Cl:27])=[CH:23][C:22]=1[F:28].C([O-])([O-])=O.[K+].[K+]. The catalyst is CN(C=O)C. The product is [Br:1][C:2]1[CH:3]=[N:4][CH:5]=[C:6]2[N:10]([CH2:11][C:12]3[CH:17]=[C:16]([Cl:18])[CH:15]=[CH:14][C:13]=3[O:19][CH2:20][C:21]3[CH:26]=[CH:25][C:24]([Cl:27])=[CH:23][C:22]=3[F:28])[CH2:9][CH2:8][C:7]=12. The yield is 0.650. (4) The product is [F:14][C:12]1[CH:11]=[CH:10][C:9]([O:15][CH3:16])=[C:8]([C:5]([CH3:7])([CH3:6])[CH2:4]/[C:3](=[N:26]/[S:24]([C:20]([CH3:23])([CH3:22])[CH3:21])=[O:25])/[C:2]([F:19])([F:18])[F:1])[CH:13]=1. The reactants are [F:1][C:2]([F:19])([F:18])[C:3](=O)[CH2:4][C:5]([C:8]1[CH:13]=[C:12]([F:14])[CH:11]=[CH:10][C:9]=1[O:15][CH3:16])([CH3:7])[CH3:6].[C:20]([S:24]([NH2:26])=[O:25])([CH3:23])([CH3:22])[CH3:21]. The yield is 0.440. The catalyst is CCO.C1COCC1.[Cl-].[Na+].O.CCOC(C)=O.